This data is from Full USPTO retrosynthesis dataset with 1.9M reactions from patents (1976-2016). The task is: Predict the reactants needed to synthesize the given product. (1) Given the product [C:13]([O:12][C:8](=[O:11])[CH:9]=[CH:10][C:2]1[CH:3]=[N:4][CH:5]=[N:6][CH:7]=1)([CH3:16])([CH3:15])[CH3:14], predict the reactants needed to synthesize it. The reactants are: Br[C:2]1[CH:3]=[N:4][CH:5]=[N:6][CH:7]=1.[C:8]([O:12][C:13]([CH3:16])([CH3:15])[CH3:14])(=[O:11])[CH:9]=[CH2:10].C1(P(C2C=CC=CC=2)C2C=CC=CC=2)C=CC=CC=1. (2) Given the product [CH2:1]([O:8][CH2:9][C:10]1([S:13]([O-:16])(=[O:15])=[O:14])[CH2:11][CH2:12]1)[C:2]1[CH:3]=[CH:4][CH:5]=[CH:6][CH:7]=1.[K+:20], predict the reactants needed to synthesize it. The reactants are: [CH2:1]([O:8][CH2:9][C:10]1([S:13]([O-:16])(=[O:15])=[O:14])[CH2:12][CH2:11]1)[C:2]1[CH:7]=[CH:6][CH:5]=[CH:4][CH:3]=1.C([S-])#N.[K+:20]. (3) The reactants are: [CH3:1][O:2][C:3]1([O:13][CH3:14])[CH2:6][CH:5]([C:7](=O)[CH2:8][CH2:9][CH:10]=[CH2:11])[CH2:4]1.[C:15]([O-:18])(=O)[CH3:16].[NH4+:19].[C:20]([N+:24]#[C-])([CH3:23])([CH3:22])[CH3:21].FC(F)(F)[CH2:28][OH:29]. Given the product [C:15]([NH:19][C:7]([CH:5]1[CH2:6][C:3]([O:13][CH3:14])([O:2][CH3:1])[CH2:4]1)([CH2:8][CH2:9][CH:10]=[CH2:11])[C:28]([NH:24][C:20]([CH3:23])([CH3:22])[CH3:21])=[O:29])(=[O:18])[CH3:16], predict the reactants needed to synthesize it. (4) Given the product [F:1][C:2]1[CH:3]=[CH:4][C:5]([S:10][CH3:11])=[C:6]([CH2:8][N:9]2[C:15](=[O:16])[C:14]3[C:13](=[CH:21][CH:20]=[C:19]([C:22]([F:25])([F:24])[F:23])[CH:18]=3)[N:12]=[CH:27]2)[CH:7]=1, predict the reactants needed to synthesize it. The reactants are: [F:1][C:2]1[CH:3]=[CH:4][C:5]([S:10][CH3:11])=[C:6]([CH2:8][NH2:9])[CH:7]=1.[NH2:12][C:13]1[CH:21]=[CH:20][C:19]([C:22]([F:25])([F:24])[F:23])=[CH:18][C:14]=1[C:15](O)=[O:16].N[C:27]1C(Br)=CC(C(F)(F)F)=CC=1C(NCC1C=C(Cl)C=CC=1SCC)=O.C1C=CC2N(O)N=NC=2C=1. (5) Given the product [CH2:41]([C:38]1([CH2:39][CH3:40])[C:33]2[CH:32]=[C:31]([C:6]3[N:2]([CH3:1])[C:3]([C:7]#[N:8])=[CH:4][CH:5]=3)[CH:45]=[CH:44][C:34]=2[NH:35][C:36](=[O:43])[O:37]1)[CH3:42], predict the reactants needed to synthesize it. The reactants are: [CH3:1][N:2]1[CH:6]=[CH:5][CH:4]=[C:3]1[C:7]#[N:8].C(OB(OC(C)C)OC(C)C)(C)C.C([N-]C(C)C)(C)C.[Li+].Br[C:31]1[CH:45]=[CH:44][C:34]2[NH:35][C:36](=[O:43])[O:37][C:38]([CH2:41][CH3:42])([CH2:39][CH3:40])[C:33]=2[CH:32]=1.C(=O)([O-])[O-].[K+].[K+].[Cl-].[NH4+]. (6) Given the product [CH2:1]([N:8]1[CH:42]=[CH:43][N:44]=[C:9]1[C:11]1[S:12][C:13]([Br:26])=[C:14]([C:24]#[N:25])[C:15]=1[C:16]1[CH:21]=[CH:20][C:19]([Cl:22])=[CH:18][C:17]=1[Cl:23])[C:2]1[CH:7]=[CH:6][CH:5]=[CH:4][CH:3]=1, predict the reactants needed to synthesize it. The reactants are: [CH2:1]([NH:8][C:9]([C:11]1[S:12][C:13]([Br:26])=[C:14]([C:24]#[N:25])[C:15]=1[C:16]1[CH:21]=[CH:20][C:19]([Cl:22])=[CH:18][C:17]=1[Cl:23])=O)[C:2]1[CH:7]=[CH:6][CH:5]=[CH:4][CH:3]=1.P(Cl)(Cl)(Cl)(Cl)Cl.Cl.O1CCOCC1.CO[CH:42](OC)[CH2:43][NH2:44].